From a dataset of Catalyst prediction with 721,799 reactions and 888 catalyst types from USPTO. Predict which catalyst facilitates the given reaction. Reactant: C(Br)(Br)(Br)[Br:2].[CH2:6]([N:24]([CH2:29][CH2:30][CH2:31][CH2:32][CH2:33][CH2:34][CH2:35][CH2:36][CH2:37][CH2:38][CH2:39][CH2:40][CH2:41][CH2:42][CH2:43][CH2:44][CH2:45][CH3:46])[CH2:25][CH2:26][CH2:27]O)[CH2:7][CH2:8][CH2:9][CH2:10][CH2:11][CH2:12][CH2:13][CH2:14][CH2:15][CH2:16][CH2:17][CH2:18][CH2:19][CH2:20][CH2:21][CH2:22][CH3:23].C1C=CC(P(C2C=CC=CC=2)C2C=CC=CC=2)=CC=1. Product: [Br-:2].[CH2:6]([N+:24]1([CH2:29][CH2:30][CH2:31][CH2:32][CH2:33][CH2:34][CH2:35][CH2:36][CH2:37][CH2:38][CH2:39][CH2:40][CH2:41][CH2:42][CH2:43][CH2:44][CH2:45][CH3:46])[CH2:27][CH2:26][CH2:25]1)[CH2:7][CH2:8][CH2:9][CH2:10][CH2:11][CH2:12][CH2:13][CH2:14][CH2:15][CH2:16][CH2:17][CH2:18][CH2:19][CH2:20][CH2:21][CH2:22][CH3:23]. The catalyst class is: 2.